Dataset: Blood-brain barrier permeability classification from the B3DB database. Task: Regression/Classification. Given a drug SMILES string, predict its absorption, distribution, metabolism, or excretion properties. Task type varies by dataset: regression for continuous measurements (e.g., permeability, clearance, half-life) or binary classification for categorical outcomes (e.g., BBB penetration, CYP inhibition). Dataset: b3db_classification. (1) The compound is Oc1ccc2[nH]cc(CCCCN3CC=C(c4ccccc4)CC3)c2c1. The result is 1 (penetrates BBB). (2) The drug is C=CCC(N)Cc1ccccc1. The result is 1 (penetrates BBB).